From a dataset of Reaction yield outcomes from USPTO patents with 853,638 reactions. Predict the reaction yield, written as a fraction of the theoretical maximum amount of product (1.0 means a 100% yield; for example, 0.34 means a 34% yield). (1) The reactants are [CH2:1]([C@H:8]1[CH2:13][CH2:12][N:11]([CH2:14][CH2:15][S:16]([C:19]2[CH:24]=[CH:23][C:22]([O:25][P:26](=[O:43])([O:35]CC3C=CC=CC=3)[O:27]CC3C=CC=CC=3)=[CH:21][CH:20]=2)(=[O:18])=[O:17])[CH2:10][C@H:9]1[OH:44])[C:2]1[CH:7]=[CH:6][CH:5]=[CH:4][CH:3]=1. The catalyst is CO.O. The yield is 0.480. The product is [CH2:1]([C@H:8]1[CH2:13][CH2:12][N:11]([CH2:14][CH2:15][S:16]([C:19]2[CH:20]=[CH:21][C:22]([O:25][P:26](=[O:27])([OH:35])[OH:43])=[CH:23][CH:24]=2)(=[O:18])=[O:17])[CH2:10][C@H:9]1[OH:44])[C:2]1[CH:3]=[CH:4][CH:5]=[CH:6][CH:7]=1. (2) The reactants are [Cl:1][C:2]1[CH:28]=[CH:27][C:5]([CH2:6][N:7]2[CH:12]=[N:11][C:10]([N:13]3[CH2:18][CH2:17][N:16](C(OC(C)(C)C)=O)[CH2:15][CH2:14]3)=[N:9][C:8]2=[O:26])=[CH:4][CH:3]=1.FC(F)(F)C(O)=O. The catalyst is ClCCl. The product is [Cl:1][C:2]1[CH:28]=[CH:27][C:5]([CH2:6][N:7]2[CH:12]=[N:11][C:10]([N:13]3[CH2:18][CH2:17][NH:16][CH2:15][CH2:14]3)=[N:9][C:8]2=[O:26])=[CH:4][CH:3]=1. The yield is 0.460. (3) The reactants are [Br:1][C:2]1[C:10]([F:11])=[CH:9][C:5]([C:6]([OH:8])=[O:7])=[C:4]([F:12])[CH:3]=1.[N+](=[CH2:15])=[N-].CCOCC. The catalyst is C(OCC)(=O)C. The product is [Br:1][C:2]1[C:10]([F:11])=[CH:9][C:5]([C:6]([O:8][CH3:15])=[O:7])=[C:4]([F:12])[CH:3]=1. The yield is 0.780. (4) The reactants are [C:1]([O:4][C@H:5]1[CH2:22][CH2:21][C@@:20]2([CH3:23])[C@@H:7]([CH2:8][CH2:9][C@:10]3([CH3:37])[C@@H:19]2[CH2:18][CH2:17][C@H:16]2[C@@:11]3([CH3:36])[CH2:12][CH2:13][C@@:14]3([CH2:31][CH2:32][N+:33]([O-])=O)[CH2:26][C:25](=[O:27])[C:24]([CH:28]([CH3:30])[CH3:29])=[C:15]32)[C:6]1([CH3:39])[CH3:38])(=[O:3])[CH3:2].[BH4-].[Na+]. The catalyst is CO.CCOC(C)=O.[Ni](Cl)Cl. The product is [C:1]([O:4][C@H:5]1[CH2:22][CH2:21][C@@:20]2([CH3:23])[C@@H:7]([CH2:8][CH2:9][C@:10]3([CH3:37])[C@@H:19]2[CH2:18][CH2:17][C@H:16]2[C@@:11]3([CH3:36])[CH2:12][CH2:13][C@@:14]3([CH2:31][CH2:32][NH2:33])[CH2:26][C:25](=[O:27])[C:24]([CH:28]([CH3:30])[CH3:29])=[C:15]32)[C:6]1([CH3:38])[CH3:39])(=[O:3])[CH3:2]. The yield is 0.684.